From a dataset of Reaction yield outcomes from USPTO patents with 853,638 reactions. Predict the reaction yield, written as a fraction of the theoretical maximum amount of product (1.0 means a 100% yield; for example, 0.34 means a 34% yield). The reactants are [CH3:1][C:2]1[C:10]([C:11]2[S:12][C:13]([C:20]3[NH:24][CH:23]=[N:22][N:21]=3)=[C:14]([O:16][CH2:17][CH:18]=[CH2:19])[N:15]=2)=[C:5]2[CH:6]=[CH:7][CH:8]=[CH:9][N:4]2[N:3]=1.O1CCCC1. The catalyst is C(O)C.[Pd]. The product is [CH3:1][C:2]1[C:10]([C:11]2[S:12][C:13]([C:20]3[NH:24][CH:23]=[N:22][N:21]=3)=[C:14]([O:16][CH2:17][CH2:18][CH3:19])[N:15]=2)=[C:5]2[CH:6]=[CH:7][CH:8]=[CH:9][N:4]2[N:3]=1. The yield is 0.610.